This data is from In vitro SARS-CoV-2 activity screen of 1,480 approved drugs from Prestwick library. The task is: Binary Classification. Given a drug SMILES string, predict its activity (active/inactive) in a high-throughput screening assay against a specified biological target. The result is 0 (inactive). The molecule is CCCSc1ccc2nc(NC(=O)OC)[nH]c2c1.